This data is from Reaction yield outcomes from USPTO patents with 853,638 reactions. The task is: Predict the reaction yield, written as a fraction of the theoretical maximum amount of product (1.0 means a 100% yield; for example, 0.34 means a 34% yield). The reactants are [NH2:1][CH2:2][C:3]1[N:12]([C:13]2[CH:18]=[CH:17][C:16]([F:19])=[CH:15][CH:14]=2)[C:11](=[O:20])[C:10]2[C:5](=[CH:6][CH:7]=[CH:8][CH:9]=2)[N:4]=1.[F:21][C:22]([F:33])([F:32])[C:23]1[CH:24]=[C:25]([N:29]=[C:30]=[O:31])[CH:26]=[CH:27][CH:28]=1.C(Cl)(Cl)[Cl:35]. No catalyst specified. The product is [Cl:35][C:28]1[CH:27]=[CH:26][C:25]([NH:29][C:30]([NH:1][CH2:2][C:3]2[N:12]([C:13]3[CH:18]=[CH:17][C:16]([F:19])=[CH:15][CH:14]=3)[C:11](=[O:20])[C:10]3[C:5](=[CH:6][CH:7]=[CH:8][CH:9]=3)[N:4]=2)=[O:31])=[CH:24][C:23]=1[C:22]([F:32])([F:33])[F:21]. The yield is 0.980.